From a dataset of Reaction yield outcomes from USPTO patents with 853,638 reactions. Predict the reaction yield, written as a fraction of the theoretical maximum amount of product (1.0 means a 100% yield; for example, 0.34 means a 34% yield). (1) The catalyst is C(#N)C.CCCCCC. The yield is 0.610. The product is [Br:9][C:5]1[CH:4]=[C:3]([O:10][CH2:14][CH:13]([CH2:11][CH3:12])[CH2:16][CH2:17][CH2:18][CH3:19])[C:2]([Br:1])=[CH:7][C:6]=1[O:23][CH2:20][CH:13]([CH2:11][CH3:12])[CH2:16][CH2:17][CH2:18][CH3:19]. The reactants are [Br:1][C:2]1[CH:7]=[C:6](O)[C:5]([Br:9])=[CH:4][C:3]=1[OH:10].[CH2:11]([CH:13]([CH2:16][CH2:17][CH2:18][CH3:19])[CH2:14]Br)[CH3:12].[C:20](=[O:23])([O-])[O-].[K+].[K+].O. (2) The reactants are C(N(CC)CC)C.[Br:8][C:9]1[S:13][C:12]([S:14](Cl)(=[O:16])=[O:15])=[CH:11][CH:10]=1.[CH3:18][CH:19]1[NH:24][CH2:23][CH2:22][N:21]([C:25]([C:27]2[CH:32]=[CH:31][CH:30]=[CH:29][CH:28]=2)=[O:26])[CH2:20]1.CO.C(Cl)(Cl)Cl. The catalyst is C(Cl)Cl. The product is [Br:8][C:9]1[S:13][C:12]([S:14]([N:24]2[CH2:23][CH2:22][N:21]([C:25]([C:27]3[CH:28]=[CH:29][CH:30]=[CH:31][CH:32]=3)=[O:26])[CH2:20][CH:19]2[CH3:18])(=[O:16])=[O:15])=[CH:11][CH:10]=1. The yield is 0.920. (3) The reactants are [Cl:1][C:2]1[CH:9]=[CH:8][C:5]([CH:6]=O)=[CH:4][C:3]=1[C:10]([F:13])([F:12])[F:11].[C:14]([NH:17][NH2:18])([NH2:16])=[NH:15].Cl. No catalyst specified. The product is [ClH:1].[Cl:1][C:2]1[CH:9]=[CH:8][C:5]([CH:6]=[N:18][NH:17][C:14]([NH2:16])=[NH:15])=[CH:4][C:3]=1[C:10]([F:13])([F:12])[F:11]. The yield is 0.870.